This data is from Full USPTO retrosynthesis dataset with 1.9M reactions from patents (1976-2016). The task is: Predict the reactants needed to synthesize the given product. (1) Given the product [CH3:14][O:15][C:16]1[CH:24]=[C:23]([O:25][CH3:26])[CH:22]=[C:21]2[C:17]=1[CH:18]=[C:19]([C:27]([NH:1][C@@H:2]1[CH2:6][CH2:5][NH:4][CH2:3]1)=[O:28])[NH:20]2, predict the reactants needed to synthesize it. The reactants are: [NH2:1][C@@H:2]1[CH2:6][CH2:5][N:4](C(OC(C)(C)C)=O)[CH2:3]1.[CH3:14][O:15][C:16]1[CH:24]=[C:23]([O:25][CH3:26])[CH:22]=[C:21]2[C:17]=1[CH:18]=[C:19]([C:27](O)=[O:28])[NH:20]2.N. (2) Given the product [Cl:27][C:24]1[CH:25]=[CH:26][C:21]([C:10]2[N:11]([CH2:14][C@H:15]([OH:20])[C:16]([F:18])([F:17])[F:19])[C:12](=[O:13])[N:8]([CH2:7][C:6]([NH:5][CH2:4][CH:3]([C:29]3[CH:34]=[CH:33][CH:32]=[C:31]([Cl:35])[C:30]=3[Cl:36])[NH:2][S:38]([CH3:37])(=[O:40])=[O:39])=[O:28])[N:9]=2)=[CH:22][CH:23]=1, predict the reactants needed to synthesize it. The reactants are: Cl.[NH2:2][CH:3]([C:29]1[CH:34]=[CH:33][CH:32]=[C:31]([Cl:35])[C:30]=1[Cl:36])[CH2:4][NH:5][C:6](=[O:28])[CH2:7][N:8]1[C:12](=[O:13])[N:11]([CH2:14][C@H:15]([OH:20])[C:16]([F:19])([F:18])[F:17])[C:10]([C:21]2[CH:26]=[CH:25][C:24]([Cl:27])=[CH:23][CH:22]=2)=[N:9]1.[CH3:37][S:38](Cl)(=[O:40])=[O:39].